From a dataset of Full USPTO retrosynthesis dataset with 1.9M reactions from patents (1976-2016). Predict the reactants needed to synthesize the given product. (1) Given the product [NH2:34][C:4]1[S:3][C:2]([C:44]2[CH:45]=[C:46]([CH3:49])[CH:47]=[CH:48][C:43]=2[F:42])=[N:6][C:5]=1[C:7]([NH:9][C:10]1[CH:11]=[N:12][N:13]([CH:31]2[CH2:32][CH2:33]2)[C:14]=1[N:15]1[CH2:21][C:20]([F:23])([F:22])[CH2:19][NH:18][CH2:17][CH2:16]1)=[O:8], predict the reactants needed to synthesize it. The reactants are: Br[C:2]1[S:3][C:4]([NH:34]C(OC(C)(C)C)=O)=[C:5]([C:7]([NH:9][C:10]2[CH:11]=[N:12][N:13]([CH:31]3[CH2:33][CH2:32]3)[C:14]=2[N:15]2[CH2:21][C:20]([F:23])([F:22])[CH2:19][N:18](C(OC(C)(C)C)=O)[CH2:17][CH2:16]2)=[O:8])[N:6]=1.[F:42][C:43]1[CH:48]=[CH:47][C:46]([CH3:49])=[CH:45][C:44]=1B(O)O. (2) The reactants are: [F:1][C:2]1[CH:3]=[C:4]([CH:9]=[C:10]([CH3:12])[CH:11]=1)[C:5]([O:7][CH3:8])=[O:6].[Br:13]N1C(=O)CCC1=O.C(OOC(=O)C1C=CC=CC=1)(=O)C1C=CC=CC=1. Given the product [Br:13][CH2:12][C:10]1[CH:9]=[C:4]([CH:3]=[C:2]([F:1])[CH:11]=1)[C:5]([O:7][CH3:8])=[O:6], predict the reactants needed to synthesize it. (3) Given the product [OH:15][C:16]1([C:2]2[CH:9]=[CH:8][C:5]([C:6]#[N:7])=[CH:4][CH:3]=2)[CH2:21][CH2:20][O:19][CH2:18][CH2:17]1, predict the reactants needed to synthesize it. The reactants are: I[C:2]1[CH:9]=[CH:8][C:5]([C:6]#[N:7])=[CH:4][CH:3]=1.CC([Mg]Cl)C.[O:15]=[C:16]1[CH2:21][CH2:20][O:19][CH2:18][CH2:17]1.[NH4+].[Cl-]. (4) Given the product [CH3:15][O:16][C:2]1[C:7]2[CH2:8][CH2:9][CH2:10][C:6]=2[N:5]=[C:4]([S:11]([CH3:14])(=[O:13])=[O:12])[N:3]=1, predict the reactants needed to synthesize it. The reactants are: Cl[C:2]1[C:7]2[CH2:8][CH2:9][CH2:10][C:6]=2[N:5]=[C:4]([S:11]([CH3:14])(=[O:13])=[O:12])[N:3]=1.[CH3:15][O-:16].[Na+]. (5) Given the product [CH3:1][CH:2]([CH2:5][CH3:6])[CH2:3][O:4][C:14]1[N:22]=[C:21]2[C:17]([N:18]=[CH:19][N:20]2[CH:23]2[CH2:28][CH2:27][CH2:26][CH2:25][O:24]2)=[C:16]([NH2:29])[N:15]=1, predict the reactants needed to synthesize it. The reactants are: [CH3:1][CH:2]([CH2:5][CH3:6])[CH2:3][OH:4].CC(C)([O-])C.[Na+].Cl[C:14]1[N:22]=[C:21]2[C:17]([N:18]=[CH:19][N:20]2[CH:23]2[CH2:28][CH2:27][CH2:26][CH2:25][O:24]2)=[C:16]([NH2:29])[N:15]=1. (6) Given the product [ClH:24].[CH3:19][C:20]1[CH:21]=[C:22]([CH:25]=[CH:26][CH:27]=1)[CH2:23][S:18][C:9]1[NH:8][C@H:7]([C:1]2[CH:2]=[CH:3][CH:4]=[CH:5][CH:6]=2)[C@H:11]([C:12]2[CH:13]=[CH:14][CH:15]=[CH:16][CH:17]=2)[N:10]=1, predict the reactants needed to synthesize it. The reactants are: [C:1]1([C@H:7]2[C@@H:11]([C:12]3[CH:17]=[CH:16][CH:15]=[CH:14][CH:13]=3)[NH:10][C:9](=[S:18])[NH:8]2)[CH:6]=[CH:5][CH:4]=[CH:3][CH:2]=1.[CH3:19][C:20]1[CH:21]=[C:22]([CH:25]=[CH:26][CH:27]=1)[CH2:23][Cl:24]. (7) Given the product [CH3:24][O:23][C:16]1[CH:22]=[CH:21][CH:20]=[CH:19][C:17]=1[O:18][C:2]1[CH:3]=[C:4]([NH:8][CH2:9][C:10]2[CH:11]=[N:12][CH:13]=[CH:14][CH:15]=2)[CH:5]=[CH:6][CH:7]=1, predict the reactants needed to synthesize it. The reactants are: Br[C:2]1[CH:3]=[C:4]([NH:8][CH2:9][C:10]2[CH:11]=[N:12][CH:13]=[CH:14][CH:15]=2)[CH:5]=[CH:6][CH:7]=1.[C:16]1([O:23][CH3:24])[C:17](=[CH:19][CH:20]=[CH:21][CH:22]=1)[OH:18]. (8) Given the product [Cl:2][C:3]1[C:8]([Cl:9])=[CH:7][CH:6]=[CH:5][C:4]=1[S:10]([NH:13][C:14]1[CH:19]=[CH:18][C:17]([CH:20]([C:21]#[N:22])[CH:23]=[O:25])=[CH:16][CH:15]=1)(=[O:11])=[O:12], predict the reactants needed to synthesize it. The reactants are: [Na].[Cl:2][C:3]1[C:8]([Cl:9])=[CH:7][CH:6]=[CH:5][C:4]=1[S:10]([NH:13][C:14]1[CH:19]=[CH:18][C:17]([CH2:20][C:21]#[N:22])=[CH:16][CH:15]=1)(=[O:12])=[O:11].[CH2:23]([O:25]C=O)C. (9) Given the product [NH2:7][C:8]1[C:12]2[CH:13]=[C:14]([Cl:17])[CH:15]=[CH:16][C:11]=2[O:10][C:9]=1[C:18](=[O:26])[C:19]1[CH:24]=[CH:23][CH:22]=[CH:21][C:20]=1[O:25][CH2:27][CH3:28], predict the reactants needed to synthesize it. The reactants are: C(=O)([O-])[O-].[K+].[K+].[NH2:7][C:8]1[C:12]2[CH:13]=[C:14]([Cl:17])[CH:15]=[CH:16][C:11]=2[O:10][C:9]=1[C:18](=[O:26])[C:19]1[CH:24]=[CH:23][CH:22]=[CH:21][C:20]=1[OH:25].[CH2:27](I)[CH3:28]. (10) Given the product [C:14]([O:13][C:11](=[O:12])/[N:10]=[C:9](\[NH:8][C:6]([O:5][C:1]([CH3:2])([CH3:3])[CH3:4])=[O:7])/[NH:18][CH2:22][C:21]1[CH:20]=[CH:35][CH:36]=[C:31]([O:30][CH2:29][CH:23]2[CH2:28][CH2:27][CH2:26][CH2:25][CH2:24]2)[CH:32]=1)([CH3:15])([CH3:16])[CH3:17], predict the reactants needed to synthesize it. The reactants are: [C:1]([O:5][C:6]([NH:8][C:9]([N:18]1[CH:22]=[CH:21][CH:20]=N1)=[N:10][C:11]([O:13][C:14]([CH3:17])([CH3:16])[CH3:15])=[O:12])=[O:7])([CH3:4])([CH3:3])[CH3:2].[CH:23]1([CH2:29][O:30][C:31]2[CH:32]=C(CN)C=[CH:35][CH:36]=2)[CH2:28][CH2:27][CH2:26][CH2:25][CH2:24]1.